From a dataset of Catalyst prediction with 721,799 reactions and 888 catalyst types from USPTO. Predict which catalyst facilitates the given reaction. (1) Reactant: [OH-].[Na+].CC(O)C.[OH:7][C:8]1[CH:32]=[CH:31][C:30]([CH:33]2[CH2:38][CH2:37][N:36]([CH:39]([CH3:41])[CH3:40])[CH2:35][CH2:34]2)=[CH:29][C:9]=1[C:10]([NH:12][C:13]1[CH:22]=[C:21]([C:23]2[CH:28]=[CH:27][CH:26]=[CH:25][CH:24]=2)[CH:20]=[CH:19][C:14]=1[C:15]([O:17]C)=[O:16])=[O:11].Cl. Product: [OH:7][C:8]1[CH:32]=[CH:31][C:30]([CH:33]2[CH2:34][CH2:35][N:36]([CH:39]([CH3:41])[CH3:40])[CH2:37][CH2:38]2)=[CH:29][C:9]=1[C:10]([NH:12][C:13]1[CH:22]=[C:21]([C:23]2[CH:24]=[CH:25][CH:26]=[CH:27][CH:28]=2)[CH:20]=[CH:19][C:14]=1[C:15]([OH:17])=[O:16])=[O:11]. The catalyst class is: 6. (2) Reactant: [CH:1]1([N:4]2[C:13]3[C:8](=[CH:9][C:10]([F:19])=[C:11](F)[C:12]=3[O:14][CH:15]([F:17])[F:16])[C:7](=[O:20])[NH:6][C:5]2=[O:21])[CH2:3][CH2:2]1.[NH:22]1[CH2:26][CH2:25][C@@H:24]([C:27]2([NH2:30])[CH2:29][CH2:28]2)[CH2:23]1. The catalyst class is: 550. Product: [NH2:30][C:27]1([C@@H:24]2[CH2:25][CH2:26][N:22]([C:11]3[C:12]([O:14][CH:15]([F:17])[F:16])=[C:13]4[C:8]([C:7](=[O:20])[NH:6][C:5](=[O:21])[N:4]4[CH:1]4[CH2:3][CH2:2]4)=[CH:9][C:10]=3[F:19])[CH2:23]2)[CH2:29][CH2:28]1.